Predict the product of the given reaction. From a dataset of Forward reaction prediction with 1.9M reactions from USPTO patents (1976-2016). (1) Given the reactants [O:1]1[CH2:5][CH2:4][O:3][CH:2]1[C:6]1[S:10][CH:9]=[C:8]([CH:11]=[O:12])[CH:7]=1.[BH4-].[Na+], predict the reaction product. The product is: [O:1]1[CH2:5][CH2:4][O:3][CH:2]1[C:6]1[S:10][CH:9]=[C:8]([CH2:11][OH:12])[CH:7]=1. (2) Given the reactants CN(C)C=O.Br[CH2:7][C:8]1[CH:13]=[CH:12][C:11]([C:14]2[CH:19]=[CH:18][CH:17]=[CH:16][C:15]=2[C:20]#[N:21])=[CH:10][CH:9]=1.[CH2:22]([C:26]1[NH:27][C:28]([CH:38]=[O:39])=[C:29]([C:31]2[CH:36]=[CH:35][C:34]([F:37])=[CH:33][CH:32]=2)[N:30]=1)[CH2:23][CH2:24][CH3:25].C(=O)([O-])[O-].[K+].[K+], predict the reaction product. The product is: [CH2:22]([C:26]1[N:27]([CH2:7][C:8]2[CH:13]=[CH:12][C:11]([C:14]3[C:15]([C:20]#[N:21])=[CH:16][CH:17]=[CH:18][CH:19]=3)=[CH:10][CH:9]=2)[C:28]([CH:38]=[O:39])=[C:29]([C:31]2[CH:36]=[CH:35][C:34]([F:37])=[CH:33][CH:32]=2)[N:30]=1)[CH2:23][CH2:24][CH3:25]. (3) Given the reactants C(O[C:6]([N:8]1[CH2:12][C:11](=[N:13][O:14][CH3:15])[CH2:10][C@H:9]1[C:16]([OH:18])=O)=[O:7])(C)(C)C.[CH3:19][C:20]1[CH:25]=[CH:24][CH:23]=[CH:22][C:21]=1[C:26]1[CH:31]=[CH:30][C:29](C(O)=O)=[CH:28][CH:27]=1.[NH2:35][CH2:36][CH:37]([C:39]1[CH:44]=[CH:43][C:42]([OH:45])=[CH:41][CH:40]=1)[OH:38], predict the reaction product. The product is: [OH:38][CH:37]([C:39]1[CH:44]=[CH:43][C:42]([OH:45])=[CH:41][CH:40]=1)[CH2:36][NH:35][C:16]([C@@H:9]1[CH2:10][C:11](=[N:13][O:14][CH3:15])[CH2:12][N:8]1[C:6]([C:29]1[CH:28]=[CH:27][C:26]([C:21]2[CH:22]=[CH:23][CH:24]=[CH:25][C:20]=2[CH3:19])=[CH:31][CH:30]=1)=[O:7])=[O:18]. (4) Given the reactants [Br:1][C:2]1[CH:3]=[C:4]([NH2:10])[C:5]([O:8][CH3:9])=[N:6][CH:7]=1.[CH3:11][S:12](Cl)(=[O:14])=[O:13].Cl, predict the reaction product. The product is: [Br:1][C:2]1[CH:3]=[C:4]([NH:10][S:12]([CH3:11])(=[O:14])=[O:13])[C:5]([O:8][CH3:9])=[N:6][CH:7]=1. (5) Given the reactants [CH3:1][C:2]1[CH:7]=[CH:6][C:5]([C:8]([CH3:12])([CH3:11])[C:9]#N)=[CH:4][CH:3]=1.[OH-:13].[Na+].C(O)C[O:17]CCO.Cl, predict the reaction product. The product is: [CH3:1][C:2]1[CH:7]=[CH:6][C:5]([C:8]([CH3:12])([CH3:11])[C:9]([OH:17])=[O:13])=[CH:4][CH:3]=1. (6) The product is: [N:45]1([CH:18]2[CH2:17][CH2:16][N:15]([C:13]3[N:14]=[C:9]([N:3]4[CH2:2][CH:1]5[O:8][CH:5]([CH2:6][CH2:7]5)[CH2:4]4)[N:10]=[C:11]([C:22]4[CH:23]=[CH:24][C:25]([NH:28][C:29]([NH:31][C:32]5[CH:37]=[CH:36][N:35]=[CH:34][CH:33]=5)=[O:30])=[CH:26][CH:27]=4)[N:12]=3)[CH2:20][CH2:19]2)[CH2:40][CH2:38][O:44][CH2:47][CH2:46]1. Given the reactants [CH:1]12[O:8][CH:5]([CH2:6][CH2:7]1)[CH2:4][N:3]([C:9]1[N:14]=[C:13]([N:15]3[CH2:20][CH2:19][C:18](=O)[CH2:17][CH2:16]3)[N:12]=[C:11]([C:22]3[CH:27]=[CH:26][C:25]([NH:28][C:29]([NH:31][C:32]4[CH:37]=[CH:36][N:35]=[CH:34][CH:33]=4)=[O:30])=[CH:24][CH:23]=3)[N:10]=1)[CH2:2]2.[C:38]([OH:44])([C:40](F)(F)F)=O.[NH2:45][CH2:46][CH2:47]N1CCCC1, predict the reaction product. (7) Given the reactants [Br:1][C:2]1[CH:3]=[N:4][C:5]2[N:6]([N:8]=[C:9]([C:11]([OH:13])=O)[CH:10]=2)[CH:7]=1.[Br:14][C:15]1[S:24][C:18]2[CH:19]([CH3:23])[NH:20][CH2:21][CH2:22][C:17]=2[CH:16]=1, predict the reaction product. The product is: [Br:14][C:15]1[S:24][C:18]2[CH:19]([CH3:23])[N:20]([C:11]([C:9]3[CH:10]=[C:5]4[N:4]=[CH:3][C:2]([Br:1])=[CH:7][N:6]4[N:8]=3)=[O:13])[CH2:21][CH2:22][C:17]=2[CH:16]=1. (8) Given the reactants [CH:1]([O:4][C:5]1[CH:10]=[C:9]([CH3:11])[C:8]([C:12](=[O:14])[CH3:13])=[C:7]([CH3:15])[CH:6]=1)([CH3:3])[CH3:2].[Br-:16].[Br-].[Br-].C([N+](CCCC)(CCCC)CCCC)CCC.C([N+](CCCC)(CCCC)CCCC)CCC.C([N+](CCCC)(CCCC)CCCC)CCC, predict the reaction product. The product is: [Br:16][CH2:13][C:12]([C:8]1[C:9]([CH3:11])=[CH:10][C:5]([O:4][CH:1]([CH3:3])[CH3:2])=[CH:6][C:7]=1[CH3:15])=[O:14].